Dataset: Forward reaction prediction with 1.9M reactions from USPTO patents (1976-2016). Task: Predict the product of the given reaction. (1) The product is: [F:9][C:8]([F:11])([F:10])[C:7]1[C:2]([N:16]2[CH:17]=[CH:18][C:14]([C:13]([F:20])([F:19])[F:12])=[N:15]2)=[N:3][CH:4]=[CH:5][CH:6]=1. Given the reactants Cl[C:2]1[C:7]([C:8]([F:11])([F:10])[F:9])=[CH:6][CH:5]=[CH:4][N:3]=1.[F:12][C:13]([F:20])([F:19])[C:14]1[CH:18]=[CH:17][NH:16][N:15]=1.C(=O)([O-])[O-].[K+].[K+], predict the reaction product. (2) Given the reactants Br[CH2:2][C:3]1[C:13]([Cl:14])=[N:12][CH:11]=[CH:10][C:4]=1[C:5]([O:7]CC)=O.Cl.[CH3:16][C:17]1[CH:18]=[C:19]([CH:28]([NH2:30])[CH3:29])[CH:20]=[N:21][C:22]=1[N:23]1[CH:27]=[CH:26][CH:25]=[N:24]1, predict the reaction product. The product is: [Cl:14][C:13]1[C:3]2[CH2:2][N:30]([CH:28]([C:19]3[CH:20]=[N:21][C:22]([N:23]4[CH:27]=[CH:26][CH:25]=[N:24]4)=[C:17]([CH3:16])[CH:18]=3)[CH3:29])[C:5](=[O:7])[C:4]=2[CH:10]=[CH:11][N:12]=1. (3) Given the reactants [Br:1][C:2]1[N:3]=[C:4]2[C:10]([C:11](=[O:16])[C:12]([CH3:15])([CH3:14])[CH3:13])=[CH:9][NH:8][C:5]2=[N:6][CH:7]=1.[CH2:17](O)[CH2:18][OH:19].O.C1(C)C=CC(S(O)(=O)=O)=CC=1.[Cl-].[NH4+], predict the reaction product. The product is: [Br:1][C:2]1[N:3]=[C:4]2[C:10]([C:11]3([C:12]([CH3:13])([CH3:15])[CH3:14])[O:19][CH2:18][CH2:17][O:16]3)=[CH:9][NH:8][C:5]2=[N:6][CH:7]=1. (4) Given the reactants [Cl:1][C:2]1[C:3]([F:27])=[C:4]([F:26])[CH:5]=[C:6]2[C:11]=1[N:10]([C:12]1[CH:17]=[CH:16][C:15]([CH2:18][OH:19])=[CH:14][CH:13]=1)[CH:9]=[C:8]([C:20]([O:22][CH2:23][CH3:24])=[O:21])[C:7]2=[O:25].NC1C=CC([CH2:35][OH:36])=CC=1OC, predict the reaction product. The product is: [Cl:1][C:2]1[C:3]([F:27])=[C:4]([F:26])[CH:5]=[C:6]2[C:11]=1[N:10]([C:12]1[CH:17]=[CH:16][C:15]([CH2:18][OH:19])=[CH:14][C:13]=1[O:36][CH3:35])[CH:9]=[C:8]([C:20]([O:22][CH2:23][CH3:24])=[O:21])[C:7]2=[O:25]. (5) Given the reactants [Cl:1][C:2]1[CH:3]=[CH:4][C:5]([C:9]2[NH:13][N:12]=[N:11][N:10]=2)=[C:6]([CH:8]=1)[NH2:7].[S:14]1[C:18]([C:19](Cl)=[O:20])=[CH:17][C:16]2[CH:22]=[CH:23][CH:24]=[CH:25][C:15]1=2, predict the reaction product. The product is: [Cl:1][C:2]1[CH:3]=[CH:4][C:5]([C:9]2[NH:13][N:12]=[N:11][N:10]=2)=[C:6]([NH:7][C:19]([C:18]2[S:14][C:15]3[CH:25]=[CH:24][CH:23]=[CH:22][C:16]=3[CH:17]=2)=[O:20])[CH:8]=1.